Dataset: Full USPTO retrosynthesis dataset with 1.9M reactions from patents (1976-2016). Task: Predict the reactants needed to synthesize the given product. (1) Given the product [Cl:3][C:4]1[C:12]2[N:11]=[C:10]3[N:13]([C:17]4[CH:22]=[CH:21][C:20]([Cl:23])=[CH:19][C:18]=4[C:24]([F:26])([F:25])[F:27])[CH2:14][CH2:15][CH2:16][N:9]3[C:8]=2[C:7]([CH2:28][OH:29])=[CH:6][CH:5]=1, predict the reactants needed to synthesize it. The reactants are: [BH4-].[Li+].[Cl:3][C:4]1[CH:5]=[CH:6][C:7]([C:28](OC)=[O:29])=[C:8]2[C:12]=1[N:11]=[C:10]1[N:13]([C:17]3[CH:22]=[CH:21][C:20]([Cl:23])=[CH:19][C:18]=3[C:24]([F:27])([F:26])[F:25])[CH2:14][CH2:15][CH2:16][N:9]21. (2) Given the product [C:14]1([C@H:20]2[C:29]3[C:24](=[CH:25][CH:26]=[CH:27][CH:28]=3)[CH2:23][CH2:22][N:21]2[C:8]([O:9][CH2:7][C:1]2[CH:6]=[CH:5][CH:4]=[CH:3][CH:2]=2)=[O:11])[CH:15]=[CH:16][CH:17]=[CH:18][CH:19]=1, predict the reactants needed to synthesize it. The reactants are: [C:1]1([CH3:7])[CH:6]=[CH:5][CH:4]=[CH:3][CH:2]=1.[C:8](=[O:11])([O-])[O-:9].[K+].[K+].[C:14]1([C@H:20]2[C:29]3[C:24](=[CH:25][CH:26]=[CH:27][CH:28]=3)[CH2:23][CH2:22][NH:21]2)[CH:19]=[CH:18][CH:17]=[CH:16][CH:15]=1.C(=O)(O)O.C(Cl)C1C=CC=CC=1. (3) Given the product [ClH:39].[O:1]1[C:6]2[CH:7]=[CH:8][C:9]([CH2:11][NH:12][CH:20]3[CH2:25][CH2:24][N:23]([CH2:26][CH2:27][N:28]4[C:37]5[C:32](=[CH:33][N:34]=[CH:35][CH:36]=5)[CH:31]=[CH:30][C:29]4=[O:38])[CH2:22][CH2:21]3)=[CH:10][C:5]=2[O:4][CH2:3][CH2:2]1, predict the reactants needed to synthesize it. The reactants are: [O:1]1[C:6]2[CH:7]=[CH:8][C:9]([CH2:11][N:12]([CH:20]3[CH2:25][CH2:24][N:23]([CH2:26][CH2:27][N:28]4[C:37]5[C:32](=[CH:33][N:34]=[CH:35][CH:36]=5)[CH:31]=[CH:30][C:29]4=[O:38])[CH2:22][CH2:21]3)C(=O)OC(C)(C)C)=[CH:10][C:5]=2[O:4][CH2:3][CH2:2]1.[ClH:39].C(OCC)(=O)C. (4) Given the product [CH3:10][NH:11][C:38](=[O:39])[C:37]1[CH:36]=[CH:35][C:34]([CH2:33][N:14]2[C:15]3[C:20](=[CH:19][CH:18]=[CH:17][CH:16]=3)[C:21]3([CH2:25][O:24][C:23]4[CH:26]=[C:27]5[C:31](=[CH:32][C:22]3=4)[CH2:30][CH2:29][O:28]5)[C:13]2=[O:12])=[CH:42][CH:41]=1, predict the reactants needed to synthesize it. The reactants are: Cl.CN.C1([CH2:10][NH2:11])CCCCC1.[O:12]=[C:13]1[C:21]2([CH2:25][O:24][C:23]3[CH:26]=[C:27]4[C:31](=[CH:32][C:22]2=3)[CH2:30][CH2:29][O:28]4)[C:20]2[C:15](=[CH:16][CH:17]=[CH:18][CH:19]=2)[N:14]1[CH2:33][C:34]1[CH:42]=[CH:41][C:37]([C:38](O)=[O:39])=[CH:36][CH:35]=1.O=C1C2(COC3C=C4C(=CC2=3)CCO4)C2C(=CC=CC=2)N1CC1C=C(C=CC=1)C(O)=O. (5) Given the product [CH2:1]([O:3][C:4](=[O:22])[C:5]1[CH:10]=[C:9]([O:11][CH2:12][CH2:13][O:14][CH3:15])[C:8]([O:16][CH2:17][CH2:18][O:19][CH3:20])=[CH:7][C:6]=1[NH:21][C:34](=[O:35])[C:33]1[CH:37]=[CH:38][CH:39]=[C:31]([CH2:30][Cl:29])[CH:32]=1)[CH3:2], predict the reactants needed to synthesize it. The reactants are: [CH2:1]([O:3][C:4](=[O:22])[C:5]1[CH:10]=[C:9]([O:11][CH2:12][CH2:13][O:14][CH3:15])[C:8]([O:16][CH2:17][CH2:18][O:19][CH3:20])=[CH:7][C:6]=1[NH2:21])[CH3:2].N1C=CC=CC=1.[Cl:29][CH2:30][C:31]1[CH:32]=[C:33]([CH:37]=[CH:38][CH:39]=1)[C:34](O)=[O:35]. (6) Given the product [C:1]([O:6][CH2:7][CH2:16][CH2:15][CH2:14][C:8]1[CH:13]=[CH:12][CH:11]=[CH:10][CH:9]=1)(=[O:5])[C:2]([CH3:4])=[CH2:3], predict the reactants needed to synthesize it. The reactants are: [C:1]([O:6][CH3:7])(=[O:5])[C:2]([CH3:4])=[CH2:3].[C:8]1([CH2:14][CH2:15][CH2:16]CO)[CH:13]=[CH:12][CH:11]=[CH:10][CH:9]=1.C(OC1C=CC(O)=CC=1)C1C=CC=CC=1. (7) Given the product [Br:15][CH2:1][C:2]1[CH:7]=[CH:6][N:5]=[C:4]([C:8]2[CH:13]=[C:12]([CH3:14])[CH:11]=[CH:10][N:9]=2)[CH:3]=1, predict the reactants needed to synthesize it. The reactants are: [CH3:1][C:2]1[CH:7]=[CH:6][N:5]=[C:4]([C:8]2[CH:13]=[C:12]([CH3:14])[CH:11]=[CH:10][N:9]=2)[CH:3]=1.[Br:15]N1C(=O)CCC1=O.C(OOC(=O)C1C=CC=CC=1)(=O)C1C=CC=CC=1.